This data is from Forward reaction prediction with 1.9M reactions from USPTO patents (1976-2016). The task is: Predict the product of the given reaction. (1) Given the reactants [Cl:1][C:2]1[C:10]([OH:11])=[CH:9][C:8]([I:12])=[C:7]2[C:3]=1[CH2:4][NH:5][C:6]2=[O:13].C(=O)([O-])[O-].[K+].[K+].[C:20]([O:24][C:25](=[O:31])[NH:26][CH2:27][CH2:28][CH2:29]Br)([CH3:23])([CH3:22])[CH3:21].O, predict the reaction product. The product is: [Cl:1][C:2]1[C:10]([O:11][CH2:29][CH2:28][CH2:27][NH:26][C:25]([O:24][C:20]([CH3:21])([CH3:23])[CH3:22])=[O:31])=[CH:9][C:8]([I:12])=[C:7]2[C:3]=1[CH2:4][NH:5][C:6]2=[O:13]. (2) Given the reactants [S:1]1[C:8]2[CH:7]=[C:6]([C:9]([OH:11])=O)[NH:5][C:4]=2[CH:3]=[CH:2]1.[CH3:12][CH:13]1[CH2:18][NH:17][CH2:16][CH2:15][NH:14]1, predict the reaction product. The product is: [CH3:12][CH:13]1[NH:14][CH2:15][CH2:16][N:17]([C:9]([C:6]2[NH:5][C:4]3[CH:3]=[CH:2][S:1][C:8]=3[CH:7]=2)=[O:11])[CH2:18]1. (3) Given the reactants [CH3:1][C:2]1[CH:11]=[CH:10][C:9]2[C:4](=[CH:5][CH:6]=[C:7]([OH:12])[CH:8]=2)[N:3]=1.[I:13]NC(=O)CCC(N)=O.FC(F)(F)C(O)=O.N, predict the reaction product. The product is: [I:13][C:8]1[C:7]([OH:12])=[CH:6][CH:5]=[C:4]2[C:9]=1[CH:10]=[CH:11][C:2]([CH3:1])=[N:3]2. (4) Given the reactants C([C:3](Br)([CH2:9][CH3:10])[C:4](=O)[C:5]([O-:7])=[O:6])C.[F:12][C:13]([F:24])([F:23])[C:14]1[CH:22]=[CH:21][C:17]([C:18]([NH2:20])=[S:19])=[CH:16][CH:15]=1.[CH2:25](O)[CH3:26], predict the reaction product. The product is: [CH3:10][C:9]1[N:20]=[C:18]([C:17]2[CH:21]=[CH:22][C:14]([C:13]([F:12])([F:23])[F:24])=[CH:15][CH:16]=2)[S:19][C:3]=1[CH2:4][C:5]([O:7][CH2:25][CH3:26])=[O:6]. (5) Given the reactants Br[C:2]1[N:7]=[CH:6][C:5]([C:8]2([NH:11][C:12]([C:14]3[C:15]4[CH:22]=[N:21][N:20]([C:23]5[CH:28]=[CH:27][C:26]([F:29])=[CH:25][CH:24]=5)[C:16]=4[CH:17]=[N:18][CH:19]=3)=[O:13])[CH2:10][CH2:9]2)=[CH:4][CH:3]=1.[CH3:30][S:31]([O-:33])=[O:32].[Na+].CNCCNC.[Cl-].[NH4+], predict the reaction product. The product is: [CH3:30][S:31]([C:2]1[N:7]=[CH:6][C:5]([C:8]2([NH:11][C:12]([C:14]3[C:15]4[CH:22]=[N:21][N:20]([C:23]5[CH:28]=[CH:27][C:26]([F:29])=[CH:25][CH:24]=5)[C:16]=4[CH:17]=[N:18][CH:19]=3)=[O:13])[CH2:10][CH2:9]2)=[CH:4][CH:3]=1)(=[O:33])=[O:32]. (6) Given the reactants Cl[C:2]1[C:7]([CH:8]=[O:9])=[C:6]([Cl:10])[N:5]=[CH:4][N:3]=1.[NH:11]1[CH2:14][CH2:13][CH2:12]1, predict the reaction product. The product is: [N:11]1([C:2]2[C:7]([CH:8]=[O:9])=[C:6]([Cl:10])[N:5]=[CH:4][N:3]=2)[CH2:14][CH2:13][CH2:12]1. (7) Given the reactants [CH3:1][C:2]1[N:3]=[CH:4][NH:5][CH:6]=1.C(=O)([O-])[O-].[K+].[K+].Cl[C:14]1[C:19]([O:20][CH3:21])=[CH:18][C:17]([N+:22]([O-:24])=[O:23])=[CH:16][N:15]=1.O, predict the reaction product. The product is: [CH3:21][O:20][C:19]1[C:14]([N:5]2[CH:6]=[C:2]([CH3:1])[N:3]=[CH:4]2)=[N:15][CH:16]=[C:17]([N+:22]([O-:24])=[O:23])[CH:18]=1. (8) Given the reactants [Cl:1][C:2]1[C:3]([F:31])=[C:4]([CH:8]2[C:12]([C:15]3[CH:20]=[CH:19][C:18]([Cl:21])=[CH:17][C:16]=3[F:22])([C:13]#[N:14])[CH:11]([CH2:23][C:24]([CH3:27])([CH3:26])[CH3:25])[NH:10][CH:9]2[C:28]([OH:30])=O)[CH:5]=[CH:6][CH:7]=1.CN(C(ON1N=NC2C=CC=NC1=2)=[N+](C)C)C.F[P-](F)(F)(F)(F)F.CCN(C(C)C)C(C)C.[CH2:65]([O:67][C:68](=[O:76])[C:69]1[CH:74]=[CH:73][CH:72]=[CH:71][C:70]=1[NH2:75])[CH3:66], predict the reaction product. The product is: [CH2:65]([O:67][C:68](=[O:76])[C:69]1[CH:74]=[CH:73][CH:72]=[CH:71][C:70]=1[NH:75][C:28]([C@H:9]1[C@H:8]([C:4]2[CH:5]=[CH:6][CH:7]=[C:2]([Cl:1])[C:3]=2[F:31])[C@:12]([C:15]2[CH:20]=[CH:19][C:18]([Cl:21])=[CH:17][C:16]=2[F:22])([C:13]#[N:14])[C@H:11]([CH2:23][C:24]([CH3:25])([CH3:26])[CH3:27])[NH:10]1)=[O:30])[CH3:66]. (9) Given the reactants [CH3:1][O:2][CH2:3][CH2:4][N:5]1[C:9]([CH3:10])=[C:8]([CH3:11])[S:7][C:6]1=[NH:12].CCN(CC)CC.[Cl:20][C:21]1[CH:29]=[CH:28][CH:27]=[C:26]([Cl:30])[C:22]=1[C:23](Cl)=[O:24], predict the reaction product. The product is: [Cl:20][C:21]1[CH:29]=[CH:28][CH:27]=[C:26]([Cl:30])[C:22]=1[C:23](/[N:12]=[C:6]1\[S:7][C:8]([CH3:11])=[C:9]([CH3:10])[N:5]\1[CH2:4][CH2:3][O:2][CH3:1])=[O:24].